This data is from Full USPTO retrosynthesis dataset with 1.9M reactions from patents (1976-2016). The task is: Predict the reactants needed to synthesize the given product. (1) Given the product [CH:1]([S:21]([CH2:29][C:27]([OH:30])=[O:19])=[O:24])([C:2]1[CH:3]=[CH:4][CH:5]=[CH:6][CH:7]=1)[C:8]1[CH:9]=[CH:10][CH:11]=[CH:12][CH:13]=1, predict the reactants needed to synthesize it. The reactants are: [CH:1](CC(O)=S)([C:8]1[CH:13]=[CH:12][CH:11]=[CH:10][CH:9]=1)[C:2]1[CH:7]=[CH:6][CH:5]=[CH:4][CH:3]=1.C[OH:19].O[S:21]([OH:24])(=O)=O.OO.[CH:27]([OH:30])([CH3:29])C. (2) Given the product [CH2:38]([O:45][C:46]([N:48]1[CH2:53][CH2:52][CH:51](/[CH:54]=[CH:16]/[C:11]2[CH:12]=[CH:13][CH:14]=[CH:15][C:10]=2[O:9][CH2:8][CH:2]2[CH2:3][CH2:4][CH2:5][CH2:6][CH2:7]2)[CH2:50][CH2:49]1)=[O:47])[C:39]1[CH:40]=[CH:41][CH:42]=[CH:43][CH:44]=1, predict the reactants needed to synthesize it. The reactants are: [Cl-].[CH:2]1([CH2:8][O:9][C:10]2[CH:15]=[CH:14][CH:13]=[CH:12][C:11]=2[CH2:16][P+](C2C=CC=CC=2)(C2C=CC=CC=2)C2C=CC=CC=2)[CH2:7][CH2:6][CH2:5][CH2:4][CH2:3]1.[H-].[Na+].[CH2:38]([O:45][C:46]([N:48]1[CH2:53][CH2:52][CH:51]([CH:54]=O)[CH2:50][CH2:49]1)=[O:47])[C:39]1[CH:44]=[CH:43][CH:42]=[CH:41][CH:40]=1.O.